Dataset: Forward reaction prediction with 1.9M reactions from USPTO patents (1976-2016). Task: Predict the product of the given reaction. (1) Given the reactants [F:1][C:2]1[CH:3]=[C:4]([N:9]2[C:14](=[O:15])[C:13]([O:16][C:17]3[CH:22]=[CH:21][C:20]([F:23])=[CH:19][CH:18]=3)=[C:12]([C:24]3[CH:29]=[CH:28][C:27]([S:30](C)(=[O:32])=[O:31])=[C:26]([F:34])[CH:25]=3)[CH:11]=[N:10]2)[CH:5]=[CH:6][C:7]=1[F:8].[NH3:35], predict the reaction product. The product is: [F:1][C:2]1[CH:3]=[C:4]([N:9]2[C:14](=[O:15])[C:13]([O:16][C:17]3[CH:22]=[CH:21][C:20]([F:23])=[CH:19][CH:18]=3)=[C:12]([C:24]3[CH:29]=[CH:28][C:27]([S:30]([NH2:35])(=[O:32])=[O:31])=[C:26]([F:34])[CH:25]=3)[CH:11]=[N:10]2)[CH:5]=[CH:6][C:7]=1[F:8]. (2) Given the reactants COC1C=CC(C[N:8]2[C:12](=[O:13])[CH2:11][N:10]([CH2:14][C:15]3[CH:20]=[CH:19][N:18]=[CH:17][CH:16]=3)[S:9]2(=[O:22])=[O:21])=CC=1.[C:25]([OH:31])([C:27]([F:30])([F:29])[F:28])=[O:26], predict the reaction product. The product is: [OH:31][C:25]([C:27]([F:30])([F:29])[F:28])=[O:26].[O:22]=[S:9]1(=[O:21])[N:10]([CH2:14][C:15]2[CH:16]=[CH:17][N:18]=[CH:19][CH:20]=2)[CH2:11][C:12](=[O:13])[NH:8]1. (3) Given the reactants [NH2:1][C:2]1[C:7]([O:8][CH:9]2[CH2:12][N:11]([C:13]([O:15][C:16]([CH3:19])([CH3:18])[CH3:17])=[O:14])[CH2:10]2)=[C:6](Cl)[N:5]=[CH:4][N:3]=1.[CH:21]1([C:24]2[CH:49]=[CH:48][C:27]([C:28]([NH:30][C:31]3[CH:36]=[C:35]([F:37])[CH:34]=[C:33](B4OC(C)(C)C(C)(C)O4)[C:32]=3[CH3:47])=[O:29])=[C:26]([F:50])[CH:25]=2)[CH2:23][CH2:22]1.C(=O)([O-])[O-].[Na+].[Na+], predict the reaction product. The product is: [NH2:1][C:2]1[C:7]([O:8][CH:9]2[CH2:12][N:11]([C:13]([O:15][C:16]([CH3:19])([CH3:18])[CH3:17])=[O:14])[CH2:10]2)=[C:6]([C:33]2[CH:34]=[C:35]([F:37])[CH:36]=[C:31]([NH:30][C:28](=[O:29])[C:27]3[CH:48]=[CH:49][C:24]([CH:21]4[CH2:22][CH2:23]4)=[CH:25][C:26]=3[F:50])[C:32]=2[CH3:47])[N:5]=[CH:4][N:3]=1.